From a dataset of Full USPTO retrosynthesis dataset with 1.9M reactions from patents (1976-2016). Predict the reactants needed to synthesize the given product. (1) Given the product [CH2:1]([O:8][N:9]1[C:14]2[N:15]=[CH:16][N:17]=[C:18]([O:28][CH3:27])[C:13]=2[C:12]([OH:20])=[C:11]([C:21]([O:23][CH2:24][CH3:25])=[O:22])[C:10]1=[O:26])[C:2]1[CH:7]=[CH:6][CH:5]=[CH:4][CH:3]=1, predict the reactants needed to synthesize it. The reactants are: [CH2:1]([O:8][N:9]1[C:14]2[N:15]=[CH:16][N:17]=[C:18](Cl)[C:13]=2[C:12]([OH:20])=[C:11]([C:21]([O:23][CH2:24][CH3:25])=[O:22])[C:10]1=[O:26])[C:2]1[CH:7]=[CH:6][CH:5]=[CH:4][CH:3]=1.[CH3:27][O-:28].[Na+].C(Cl)(Cl)Cl.Cl. (2) Given the product [F:26][CH:25]([F:27])[C:15]1[N:14]([C:4]2[N:5]=[C:6]([N:8]3[CH2:13][CH2:12][O:11][CH2:10][CH2:9]3)[N:7]=[C:2]([N:40]3[CH2:39][CH2:38][CH:37]([N:29]([CH3:28])[C:30](=[O:36])[O:31][C:32]([CH3:33])([CH3:34])[CH3:35])[CH2:42][CH2:41]3)[N:3]=2)[C:18]2[CH:19]=[CH:20][CH:21]=[C:22]([O:23][CH3:24])[C:17]=2[N:16]=1, predict the reactants needed to synthesize it. The reactants are: Cl[C:2]1[N:7]=[C:6]([N:8]2[CH2:13][CH2:12][O:11][CH2:10][CH2:9]2)[N:5]=[C:4]([N:14]2[C:18]3[CH:19]=[CH:20][CH:21]=[C:22]([O:23][CH3:24])[C:17]=3[N:16]=[C:15]2[CH:25]([F:27])[F:26])[N:3]=1.[CH3:28][N:29]([CH:37]1[CH2:42][CH2:41][NH:40][CH2:39][CH2:38]1)[C:30](=[O:36])[O:31][C:32]([CH3:35])([CH3:34])[CH3:33]. (3) Given the product [NH2:43][C:30]1[N:29]=[C:28]([CH3:27])[C:33]([C:10]2[N:9]=[C:8]3[C:13]([N:14]=[C:15]([C:16]([OH:19])([CH3:17])[CH3:18])[N:7]3[CH2:6][CH2:5][OH:4])=[C:12]([N:20]3[CH2:25][CH2:24][O:23][CH2:22][CH2:21]3)[N:11]=2)=[CH:32][N:31]=1, predict the reactants needed to synthesize it. The reactants are: C([O:4][CH2:5][CH2:6][N:7]1[C:15]([C:16]([OH:19])([CH3:18])[CH3:17])=[N:14][C:13]2[C:8]1=[N:9][C:10](Cl)=[N:11][C:12]=2[N:20]1[CH2:25][CH2:24][O:23][CH2:22][CH2:21]1)(=O)C.[CH3:27][C:28]1[C:33](B2OC(C)(C)C(C)(C)O2)=[CH:32][N:31]=[C:30]([NH2:43])[N:29]=1. (4) Given the product [CH2:1]([CH:8]1[CH2:13][CH2:12][N:11]([C:14]2[N:19]=[CH:18][N:17]=[C:16]([NH:20][NH:21][C:22](=[O:27])[CH2:23][CH:24]3[CH2:26][CH2:25]3)[C:15]=2[Cl:35])[CH2:10][CH2:9]1)[C:2]1[CH:7]=[CH:6][CH:5]=[CH:4][CH:3]=1, predict the reactants needed to synthesize it. The reactants are: [CH2:1]([CH:8]1[CH2:13][CH2:12][N:11]([C:14]2[N:19]=[CH:18][N:17]=[C:16]([NH:20][NH:21][C:22](=[O:27])[CH2:23][CH:24]3[CH2:26][CH2:25]3)[CH:15]=2)[CH2:10][CH2:9]1)[C:2]1[CH:7]=[CH:6][CH:5]=[CH:4][CH:3]=1.C1C(=O)N([Cl:35])C(=O)C1.S(=O)(=O)(O)[O-].[Na+]. (5) Given the product [CH2:1]([N:5]1[C:9]([CH2:10][CH2:11][S:12]([CH2:15][CH2:16][CH3:17])(=[O:13])=[O:14])=[CH:8][C:7]([C:18]([OH:20])=[O:19])=[N:6]1)[CH2:2][CH2:3][CH3:4], predict the reactants needed to synthesize it. The reactants are: [CH2:1]([N:5]1[C:9]([CH2:10][CH2:11][S:12]([CH2:15][CH2:16][CH3:17])(=[O:14])=[O:13])=[CH:8][C:7]([C:18]([O:20]CC)=[O:19])=[N:6]1)[CH2:2][CH2:3][CH3:4].[OH-].[Na+].